From a dataset of Reaction yield outcomes from USPTO patents with 853,638 reactions. Predict the reaction yield, written as a fraction of the theoretical maximum amount of product (1.0 means a 100% yield; for example, 0.34 means a 34% yield). (1) The reactants are [N:1]1([C:7]([NH:9][NH:10][CH2:11][C:12]([O-:14])=[O:13])=[O:8])[CH2:6][CH2:5][CH2:4][CH2:3][CH2:2]1.[CH3:15][C:16]1C=CC(S(Cl)(=O)=O)=CC=1.C(N(CC)CC)C. The catalyst is ClCCl. The product is [N:1]1([C:7]2[O:8][C:11]([C:12]([O:14][CH2:15][CH3:16])=[O:13])=[N:10][N:9]=2)[CH2:6][CH2:5][CH2:4][CH2:3][CH2:2]1. The yield is 0.870. (2) The reactants are [CH3:1][O:2][C:3]([C:5]1[CH:14]=[CH:13][C:12]2[C:7](=[CH:8][CH:9]=[C:10]([O:15][CH3:16])[CH:11]=2)[CH:6]=1)=[O:4].CN([CH:20]=[O:21])C.O=P(Cl)(Cl)Cl.C([O-])([O-])=O.[Na+].[Na+]. No catalyst specified. The product is [CH3:1][O:2][C:3]([C:5]1[CH:14]=[CH:13][C:12]2[C:7](=[CH:8][CH:9]=[C:10]([O:15][CH3:16])[C:11]=2[CH:20]=[O:21])[CH:6]=1)=[O:4]. The yield is 0.630. (3) The reactants are Br[CH:2]([C:6]1[CH:11]=[CH:10][C:9]([Cl:12])=[CH:8][CH:7]=1)[C:3]([OH:5])=[O:4].[NH:13]1[CH2:18][CH2:17][CH2:16][CH2:15][CH2:14]1. The catalyst is C(#N)C. The product is [Cl:12][C:9]1[CH:10]=[CH:11][C:6]([CH:2]([N:13]2[CH2:18][CH2:17][CH2:16][CH2:15][CH2:14]2)[C:3]([OH:5])=[O:4])=[CH:7][CH:8]=1. The yield is 0.623. (4) The reactants are [Cl:1][S:2]([OH:5])(=O)=[O:3].[Br:6][C:7]1[CH:8]=[CH:9][C:10]([NH2:13])=[N:11][CH:12]=1. No catalyst specified. The product is [NH2:13][C:10]1[C:9]([S:2]([Cl:1])(=[O:5])=[O:3])=[CH:8][C:7]([Br:6])=[CH:12][N:11]=1. The yield is 0.770. (5) The reactants are [CH3:1][CH:2]1[CH2:7][CH2:6][N:5]([C:8]2[CH:13]=[C:12]([CH:14]3[CH2:19][CH2:18][NH:17][CH2:16][CH2:15]3)[CH:11]=[CH:10][C:9]=2[NH:20][C:21]([C:23]2[NH:24][CH:25]=[C:26]([C:28]#[N:29])[CH:27]=2)=[O:22])[CH2:4][CH2:3]1.FC(F)(F)C(O)=O.[C:37](Cl)(=[O:44])[C:38]1[CH:43]=[CH:42][CH:41]=[N:40][CH:39]=1.C([O-])([O-])=O.[Na+].[Na+]. The catalyst is CN(C=O)C.CCOC(C)=O. The product is [CH3:1][CH:2]1[CH2:7][CH2:6][N:5]([C:8]2[CH:13]=[C:12]([CH:14]3[CH2:19][CH2:18][N:17]([C:37]([C:38]4[CH:39]=[N:40][CH:41]=[CH:42][CH:43]=4)=[O:44])[CH2:16][CH2:15]3)[CH:11]=[CH:10][C:9]=2[NH:20][C:21]([C:23]2[NH:24][CH:25]=[C:26]([C:28]#[N:29])[CH:27]=2)=[O:22])[CH2:4][CH2:3]1. The yield is 0.980. (6) The reactants are [CH2:1]([CH:8]1[CH2:13][CH2:12][NH:11][CH2:10][CH2:9]1)[C:2]1[CH:7]=[CH:6][CH:5]=[CH:4][CH:3]=1.C1[CH2:24][CH2:23][N:22]2[C:17](=[N:18][CH2:19][CH2:20][CH2:21]2)CC1.C(C=C)=O.NC1[S:31]C=CN=1.C(O[BH-](OC(=O)C)OC(=O)C)(=O)C.[Na+].[OH-].[Na+]. The catalyst is C1COCC1. The product is [CH2:1]([CH:8]1[CH2:13][CH2:12][N:11]([CH2:21][CH2:20][CH2:19][NH:18][C:17]2[S:31][CH:24]=[CH:23][N:22]=2)[CH2:10][CH2:9]1)[C:2]1[CH:7]=[CH:6][CH:5]=[CH:4][CH:3]=1. The yield is 0.110. (7) The reactants are [CH:1]1([C:4]2[O:5][C:6]3[C:12]([C:13]4[CH:18]=[C:17]([CH3:19])[C:16](=[O:20])[N:15]([CH3:21])[CH:14]=4)=[CH:11][C:10]([NH:22][S:23]([CH2:26][CH3:27])(=[O:25])=[O:24])=[CH:9][C:7]=3[CH:8]=2)[CH2:3][CH2:2]1. The yield is 0.140. The product is [CH3:21][N:15]1[C:16](=[O:20])[C:17]([CH3:19])=[CH:18][C:13]([C:12]2[C:6]3[O:5][CH:4]([CH2:1][CH2:2][CH3:3])[CH2:8][C:7]=3[CH:9]=[C:10]([NH:22][S:23]([CH2:26][CH3:27])(=[O:25])=[O:24])[CH:11]=2)=[CH:14]1. The catalyst is CO.[Pd].